From a dataset of Full USPTO retrosynthesis dataset with 1.9M reactions from patents (1976-2016). Predict the reactants needed to synthesize the given product. Given the product [CH2:7]([N:8]=[C:9]=[O:10])[CH2:6][CH2:11][CH2:12][CH2:13][CH2:4][N:3]=[C:2]=[O:1], predict the reactants needed to synthesize it. The reactants are: [O:1]=[C:2]=[N:3][CH:4]1[CH2:13][C:12](C)(C)[CH2:11][C:6](C)([CH2:7][N:8]=[C:9]=[O:10])C1.[N-]=C=O.O.